From a dataset of Peptide-MHC class II binding affinity with 134,281 pairs from IEDB. Regression. Given a peptide amino acid sequence and an MHC pseudo amino acid sequence, predict their binding affinity value. This is MHC class II binding data. (1) The peptide sequence is MSFVTTQPEALAAAA. The MHC is DRB1_1201 with pseudo-sequence DRB1_1201. The binding affinity (normalized) is 0.0147. (2) The peptide sequence is PPVSFHGSDGCWYPM. The MHC is DRB1_0901 with pseudo-sequence DRB1_0901. The binding affinity (normalized) is 0.728.